Task: Regression/Classification. Given a drug SMILES string, predict its absorption, distribution, metabolism, or excretion properties. Task type varies by dataset: regression for continuous measurements (e.g., permeability, clearance, half-life) or binary classification for categorical outcomes (e.g., BBB penetration, CYP inhibition). Dataset: cyp3a4_veith.. Dataset: CYP3A4 inhibition data for predicting drug metabolism from PubChem BioAssay (1) The molecule is COC(=O)c1ccc(NC(=O)C2CCCCC2C(=O)O)cc1. The result is 0 (non-inhibitor). (2) The molecule is Cc1ccc(C(=O)NCC(=O)NCC(=O)OCC(=O)c2ccc([N+](=O)[O-])cc2)cc1. The result is 0 (non-inhibitor). (3) The molecule is CC(C)(C(=O)c1cccnc1)c1cccnc1. The result is 1 (inhibitor). (4) The result is 1 (inhibitor). The compound is COC(=O)[C@@]1(Cc2ccc(OC)cc2)[C@H]2c3cc(C(=O)N(C)C)n(Cc4ccc(Cl)c(C(F)(F)F)c4)c3C[C@H]2CN1C(=O)c1ccccc1.